Dataset: Catalyst prediction with 721,799 reactions and 888 catalyst types from USPTO. Task: Predict which catalyst facilitates the given reaction. Reactant: [CH:1]1([C:4]2[N:8]=[C:7]([CH:9]([OH:32])[C@@H:10]([NH:13][C:14]([C@@H:16]([NH:22][C:23]([N:25]3[CH2:31][CH2:30][CH2:29][O:28][CH2:27][CH2:26]3)=[O:24])[CH2:17][C:18]([F:21])([F:20])[CH3:19])=[O:15])[CH2:11][CH3:12])[O:6][N:5]=2)[CH2:3][CH2:2]1.CC(OI1(OC(C)=O)(OC(C)=O)OC(=O)C2C=CC=CC1=2)=O. Product: [CH:1]1([C:4]2[N:8]=[C:7]([C:9]([C@@H:10]([NH:13][C:14]([C@@H:16]([NH:22][C:23]([N:25]3[CH2:31][CH2:30][CH2:29][O:28][CH2:27][CH2:26]3)=[O:24])[CH2:17][C:18]([F:21])([F:20])[CH3:19])=[O:15])[CH2:11][CH3:12])=[O:32])[O:6][N:5]=2)[CH2:2][CH2:3]1. The catalyst class is: 4.